This data is from Full USPTO retrosynthesis dataset with 1.9M reactions from patents (1976-2016). The task is: Predict the reactants needed to synthesize the given product. (1) Given the product [OH:10][P:9]([CH2:14][CH2:15][NH:16][C:17](=[O:21])[CH:18]=[CH2:19])([OH:11])=[O:8], predict the reactants needed to synthesize it. The reactants are: C[Si](Br)(C)C.C([O:8][P:9]([CH2:14][CH2:15][NH:16][C:17](=[O:21])[C:18](C)=[CH2:19])([O:11]CC)=[O:10])C. (2) The reactants are: [CH3:1][C:2]([CH3:27])([CH2:22][S:23]([CH3:26])(=[O:25])=[O:24])[CH2:3][N:4]1[C:16]2[C:15]3[CH:14]=[CH:13][CH:12]=[CH:11][C:10]=3[N:9]=[C:8]([NH2:17])[C:7]=2[N:6]=[C:5]1[CH2:18][O:19]CC.B(Br)(Br)Br. Given the product [NH2:17][C:8]1[C:7]2[N:6]=[C:5]([CH2:18][OH:19])[N:4]([CH2:3][C:2]([CH3:27])([CH3:1])[CH2:22][S:23]([CH3:26])(=[O:25])=[O:24])[C:16]=2[C:15]2[CH:14]=[CH:13][CH:12]=[CH:11][C:10]=2[N:9]=1, predict the reactants needed to synthesize it. (3) Given the product [C:10]1([S:9][CH2:8][CH:7]=[CH:6][CH:5]=[CH:4][C:3]([OH:16])=[O:2])[CH:15]=[CH:14][CH:13]=[CH:12][CH:11]=1, predict the reactants needed to synthesize it. The reactants are: C[O:2][C:3](=[O:16])[CH:4]=[CH:5][CH:6]=[CH:7][CH2:8][S:9][C:10]1[CH:15]=[CH:14][CH:13]=[CH:12][CH:11]=1.[OH-].[Na+]. (4) Given the product [CH3:15][O:16][C:17]1[CH:22]=[CH:21][C:20]([C:4]2[CH2:3][CH2:2][O:1][CH2:6][CH:5]=2)=[CH:19][C:18]=1[N+:32]([O-:34])=[O:33], predict the reactants needed to synthesize it. The reactants are: [O:1]1[CH2:6][CH:5]=[C:4](OS(C(F)(F)F)(=O)=O)[CH2:3][CH2:2]1.[CH3:15][O:16][C:17]1[CH:22]=[CH:21][C:20](B2OC(C)(C)C(C)(C)O2)=[CH:19][C:18]=1[N+:32]([O-:34])=[O:33].C(=O)([O-])[O-].[Na+].[Na+]. (5) Given the product [CH:1]([C:4]1[N:8]2[CH:9]=[C:10]([O:13][C:14]3[CH:15]=[CH:16][C:17]([CH2:20][C:21]([OH:25])=[O:22])=[CH:18][CH:19]=3)[CH:11]=[CH:12][C:7]2=[N:6][N:5]=1)([CH3:2])[CH3:3], predict the reactants needed to synthesize it. The reactants are: [CH:1]([C:4]1[N:8]2[CH:9]=[C:10]([O:13][C:14]3[CH:19]=[CH:18][C:17]([CH2:20][C:21](N)=[O:22])=[CH:16][CH:15]=3)[CH:11]=[CH:12][C:7]2=[N:6][N:5]=1)([CH3:3])[CH3:2].C(O)(C(F)(F)F)=[O:25].C1(OC)C=CC=CC=1.